Dataset: TCR-epitope binding with 47,182 pairs between 192 epitopes and 23,139 TCRs. Task: Binary Classification. Given a T-cell receptor sequence (or CDR3 region) and an epitope sequence, predict whether binding occurs between them. (1) The epitope is PKYVKQNTLKLAT. The TCR CDR3 sequence is CASSKGQGEQYF. Result: 1 (the TCR binds to the epitope). (2) The TCR CDR3 sequence is CASSIGQGARGYTF. Result: 0 (the TCR does not bind to the epitope). The epitope is KAYNVTQAF. (3) The TCR CDR3 sequence is CASSMGSDTGELFF. The epitope is AYILFTRFFYV. Result: 1 (the TCR binds to the epitope). (4) The epitope is SLFNTVATLY. The TCR CDR3 sequence is CASSLAGAGTEAFF. Result: 1 (the TCR binds to the epitope).